From a dataset of Forward reaction prediction with 1.9M reactions from USPTO patents (1976-2016). Predict the product of the given reaction. (1) Given the reactants [CH3:1][O:2][C:3]1[CH:21]=[CH:20][C:6]([CH2:7][O:8][C:9]2[CH:10]=[C:11]([CH2:15][C:16]([O:18]C)=[O:17])[CH:12]=[CH:13][CH:14]=2)=[CH:5][C:4]=1[O:22][CH2:23][C:24]1[N:25]=[C:26]([C:30]2[CH:35]=[CH:34][CH:33]=[CH:32][CH:31]=2)[O:27][C:28]=1[CH3:29].[OH-].[Na+].CO.Cl, predict the reaction product. The product is: [CH3:1][O:2][C:3]1[CH:21]=[CH:20][C:6]([CH2:7][O:8][C:9]2[CH:10]=[C:11]([CH2:15][C:16]([OH:18])=[O:17])[CH:12]=[CH:13][CH:14]=2)=[CH:5][C:4]=1[O:22][CH2:23][C:24]1[N:25]=[C:26]([C:30]2[CH:31]=[CH:32][CH:33]=[CH:34][CH:35]=2)[O:27][C:28]=1[CH3:29]. (2) Given the reactants [C:1]([C:3]1[CH:4]=[CH:5][C:6]2[NH:12][C:11](=[O:13])[C@@H:10]([NH:14][C:15](=[O:27])[C@@H:16]([N:18]([CH3:26])[C:19](=[O:25])[O:20][C:21]([CH3:24])([CH3:23])[CH3:22])[CH3:17])[C@H:9]([CH3:28])[N:8]([C:29](=[O:35])[CH2:30][S:31]([CH3:34])(=[O:33])=[O:32])[C:7]=2[CH:36]=1)#[N:2].[Br:37][C:38]1[CH:47]=[CH:46][CH:45]=[C:44]2[C:39]=1[CH:40]=[CH:41][C:42]([O:50][CH3:51])=[C:43]2[CH2:48]Cl.C(=O)([O-])[O-].[Cs+].[Cs+].[I-].[Na+], predict the reaction product. The product is: [Br:37][C:38]1[CH:47]=[CH:46][CH:45]=[C:44]2[C:39]=1[CH:40]=[CH:41][C:42]([O:50][CH3:51])=[C:43]2[CH2:48][N:12]1[C:11](=[O:13])[C@@H:10]([NH:14][C:15](=[O:27])[C@@H:16]([N:18]([CH3:26])[C:19](=[O:25])[O:20][C:21]([CH3:24])([CH3:22])[CH3:23])[CH3:17])[C@H:9]([CH3:28])[N:8]([C:29](=[O:35])[CH2:30][S:31]([CH3:34])(=[O:32])=[O:33])[C:7]2[CH:36]=[C:3]([C:1]#[N:2])[CH:4]=[CH:5][C:6]1=2. (3) Given the reactants [Cl:1][C:2]1[CH:7]=[CH:6][CH:5]=[C:4]([Cl:8])[C:3]=1[CH2:9][CH2:10][NH2:11].[CH:12]1([CH:15]=O)[CH2:14][CH2:13]1, predict the reaction product. The product is: [CH:12]1([CH2:15][NH:11][CH2:10][CH2:9][C:3]2[C:2]([Cl:1])=[CH:7][CH:6]=[CH:5][C:4]=2[Cl:8])[CH2:14][CH2:13]1. (4) Given the reactants [C:1]([C:3]1[CH:4]=[C:5]([CH2:9][CH2:10][CH2:11][OH:12])[CH:6]=[CH:7][CH:8]=1)#[CH:2].Br[C:14]1[CH:15]=[C:16]([C:20]2[CH:25]=[CH:24][CH:23]=[CH:22][CH:21]=2)[CH:17]=[CH:18][CH:19]=1, predict the reaction product. The product is: [C:16]1([C:20]2[CH:21]=[CH:22][CH:23]=[CH:24][CH:25]=2)[CH:17]=[CH:18][CH:19]=[C:14]([C:2]#[C:1][C:3]2[CH:4]=[C:5]([CH2:9][CH2:10][CH2:11][OH:12])[CH:6]=[CH:7][CH:8]=2)[CH:15]=1. (5) Given the reactants C(OC([N:8]1[CH2:13][CH2:12][N:11]([C:14]2[CH:19]=[CH:18][C:17]([NH:20][C:21]([C:23]3[N:24]=[C:25]([C:32]4[CH:37]=[CH:36][CH:35]=[CH:34][CH:33]=4)[O:26][C:27]=3[C:28]([F:31])([F:30])[F:29])=[O:22])=[CH:16][N:15]=2)[CH2:10][CH2:9]1)=O)(C)(C)C.Cl, predict the reaction product. The product is: [N:11]1([C:14]2[N:15]=[CH:16][C:17]([NH:20][C:21]([C:23]3[N:24]=[C:25]([C:32]4[CH:37]=[CH:36][CH:35]=[CH:34][CH:33]=4)[O:26][C:27]=3[C:28]([F:30])([F:31])[F:29])=[O:22])=[CH:18][CH:19]=2)[CH2:12][CH2:13][NH:8][CH2:9][CH2:10]1.